From a dataset of NCI-60 drug combinations with 297,098 pairs across 59 cell lines. Regression. Given two drug SMILES strings and cell line genomic features, predict the synergy score measuring deviation from expected non-interaction effect. (1) Drug 1: C1CN1C2=NC(=NC(=N2)N3CC3)N4CC4. Drug 2: COC1=CC(=CC(=C1O)OC)C2C3C(COC3=O)C(C4=CC5=C(C=C24)OCO5)OC6C(C(C7C(O6)COC(O7)C8=CC=CS8)O)O. Cell line: U251. Synergy scores: CSS=59.3, Synergy_ZIP=3.87, Synergy_Bliss=4.66, Synergy_Loewe=3.43, Synergy_HSA=8.10. (2) Drug 1: COC1=NC(=NC2=C1N=CN2C3C(C(C(O3)CO)O)O)N. Drug 2: C(CC(=O)O)C(=O)CN.Cl. Cell line: NCI-H460. Synergy scores: CSS=6.97, Synergy_ZIP=-2.42, Synergy_Bliss=-3.11, Synergy_Loewe=-6.88, Synergy_HSA=-5.27. (3) Drug 2: CC1=CC=C(C=C1)C2=CC(=NN2C3=CC=C(C=C3)S(=O)(=O)N)C(F)(F)F. Synergy scores: CSS=10.2, Synergy_ZIP=-2.58, Synergy_Bliss=-0.626, Synergy_Loewe=0.962, Synergy_HSA=0.565. Drug 1: CNC(=O)C1=CC=CC=C1SC2=CC3=C(C=C2)C(=NN3)C=CC4=CC=CC=N4. Cell line: SF-295. (4) Drug 1: C1CCN(CC1)CCOC2=CC=C(C=C2)C(=O)C3=C(SC4=C3C=CC(=C4)O)C5=CC=C(C=C5)O. Drug 2: CC1=C(C(=O)C2=C(C1=O)N3CC4C(C3(C2COC(=O)N)OC)N4)N. Cell line: HCC-2998. Synergy scores: CSS=56.6, Synergy_ZIP=-1.87, Synergy_Bliss=-4.37, Synergy_Loewe=-1.67, Synergy_HSA=-0.674. (5) Drug 1: CCC1(CC2CC(C3=C(CCN(C2)C1)C4=CC=CC=C4N3)(C5=C(C=C6C(=C5)C78CCN9C7C(C=CC9)(C(C(C8N6C=O)(C(=O)OC)O)OC(=O)C)CC)OC)C(=O)OC)O.OS(=O)(=O)O. Drug 2: CC1=C2C(C(=O)C3(C(CC4C(C3C(C(C2(C)C)(CC1OC(=O)C(C(C5=CC=CC=C5)NC(=O)OC(C)(C)C)O)O)OC(=O)C6=CC=CC=C6)(CO4)OC(=O)C)O)C)O. Cell line: TK-10. Synergy scores: CSS=-7.97, Synergy_ZIP=3.73, Synergy_Bliss=2.39, Synergy_Loewe=-6.36, Synergy_HSA=-6.21.